From a dataset of Reaction yield outcomes from USPTO patents with 853,638 reactions. Predict the reaction yield, written as a fraction of the theoretical maximum amount of product (1.0 means a 100% yield; for example, 0.34 means a 34% yield). The reactants are [CH3:1][O:2][C:3]1[CH:4]=[C:5]([CH2:11][C:12]([OH:14])=O)[CH:6]=[CH:7][C:8]=1[O:9][CH3:10].Cl.[CH3:16][NH:17][O:18][CH3:19].Cl.CN(C)CCCN=C=NCC.OC1C2N=NNC=2C=CC=1.C(N(CC)CC)C. The catalyst is ClCCl.O. The product is [CH3:1][O:2][C:3]1[CH:4]=[C:5]([CH2:11][C:12]([N:17]([O:18][CH3:19])[CH3:16])=[O:14])[CH:6]=[CH:7][C:8]=1[O:9][CH3:10]. The yield is 0.303.